This data is from Forward reaction prediction with 1.9M reactions from USPTO patents (1976-2016). The task is: Predict the product of the given reaction. (1) Given the reactants [CH:1]1([N:4]2[C:13]3[C:8](=[C:9]([N:18](C)[C:19](=O)C(F)(F)F)[C:10]([F:17])=[C:11]([F:16])[C:12]=3[O:14][CH3:15])[C:7](=[O:26])[C:6]([C:27]([O:29]C)=[O:28])=[CH:5]2)[CH2:3][CH2:2]1, predict the reaction product. The product is: [CH:1]1([N:4]2[C:13]3[C:8](=[C:9]([NH:18][CH3:19])[C:10]([F:17])=[C:11]([F:16])[C:12]=3[O:14][CH3:15])[C:7](=[O:26])[C:6]([C:27]([OH:29])=[O:28])=[CH:5]2)[CH2:3][CH2:2]1. (2) Given the reactants [CH:1]1([N:6]2[CH2:10][C@@H:9]([CH2:11][CH:12]([CH3:14])[CH3:13])[N:8]([CH:15]3[CH2:20][CH2:19][NH:18][CH2:17][CH2:16]3)[C:7]2=[O:21])[CH2:5][CH2:4][CH2:3][CH2:2]1.[CH3:22][O:23][C:24](=[O:41])[C:25]1[CH:30]=[CH:29][C:28]([O:31][C:32]2[N:37]=[C:36]([CH3:38])[C:35]([CH:39]=O)=[CH:34][N:33]=2)=[CH:27][CH:26]=1, predict the reaction product. The product is: [CH3:22][O:23][C:24](=[O:41])[C:25]1[CH:26]=[CH:27][C:28]([O:31][C:32]2[N:37]=[C:36]([CH3:38])[C:35]([CH2:39][N:18]3[CH2:17][CH2:16][CH:15]([N:8]4[C@H:9]([CH2:11][CH:12]([CH3:14])[CH3:13])[CH2:10][N:6]([CH:1]5[CH2:2][CH2:3][CH2:4][CH2:5]5)[C:7]4=[O:21])[CH2:20][CH2:19]3)=[CH:34][N:33]=2)=[CH:29][CH:30]=1.